From a dataset of Peptide-MHC class II binding affinity with 134,281 pairs from IEDB. Regression. Given a peptide amino acid sequence and an MHC pseudo amino acid sequence, predict their binding affinity value. This is MHC class II binding data. (1) The MHC is DRB1_0301 with pseudo-sequence DRB1_0301. The binding affinity (normalized) is 0.199. The peptide sequence is LVKYEGDTMAEVELR. (2) The peptide sequence is HMQDKTMVKKWRDVP. The MHC is DRB1_0801 with pseudo-sequence DRB1_0801. The binding affinity (normalized) is 0.589.